The task is: Predict the reactants needed to synthesize the given product.. This data is from Full USPTO retrosynthesis dataset with 1.9M reactions from patents (1976-2016). (1) Given the product [CH2:1]([O:8][C:9](=[O:28])[C:10]1[CH:15]=[C:14]([O:16][CH2:17][C:18]2[CH:23]=[CH:22][CH:21]=[CH:20][CH:19]=2)[CH:13]=[C:12]([NH2:24])[C:11]=1[NH2:25])[C:2]1[CH:3]=[CH:4][CH:5]=[CH:6][CH:7]=1, predict the reactants needed to synthesize it. The reactants are: [CH2:1]([O:8][C:9](=[O:28])[C:10]1[CH:15]=[C:14]([O:16][CH2:17][C:18]2[CH:23]=[CH:22][CH:21]=[CH:20][CH:19]=2)[CH:13]=[C:12]([NH2:24])[C:11]=1[N+:25]([O-])=O)[C:2]1[CH:7]=[CH:6][CH:5]=[CH:4][CH:3]=1.O.O.Cl[Sn]Cl. (2) Given the product [CH3:29][CH:30]([O:34][C:35]([CH3:37])=[O:36])[CH2:31][O:32][CH3:33].[Al:17], predict the reactants needed to synthesize it. The reactants are: O.[O-]CCCC.[O-]CCCC.[O-]CCCC.[Al+3:17].C(OCC)(=O)CC(OCC)=O.[CH3:29][CH:30]([O:34][C:35]([CH3:37])=[O:36])[CH2:31][O:32][CH3:33]. (3) The reactants are: [CH:1]([C@:4]1([C:16]([N:18]2[CH2:23][CH:22]=[C:21]([C:24]3[CH:29]=[CH:28][CH:27]=[CH:26][CH:25]=3)[CH2:20][CH2:19]2)=[O:17])[CH2:8][CH2:7][C@@H:6]([NH:9][CH:10]2[CH2:15][CH2:14][O:13][CH2:12][CH2:11]2)[CH2:5]1)([CH3:3])[CH3:2]. Given the product [CH:1]([C@:4]1([C:16]([N:18]2[CH2:19][CH2:20][CH:21]([C:24]3[CH:25]=[CH:26][CH:27]=[CH:28][CH:29]=3)[CH2:22][CH2:23]2)=[O:17])[CH2:8][CH2:7][C@@H:6]([NH:9][CH:10]2[CH2:15][CH2:14][O:13][CH2:12][CH2:11]2)[CH2:5]1)([CH3:3])[CH3:2], predict the reactants needed to synthesize it. (4) Given the product [F:9][C:5]1[C:4]([NH:10][C:11]2[CH:16]=[CH:15][C:14]([I:17])=[CH:13][C:12]=2[F:18])=[C:3]([NH:19][S:31]([C:28]2([CH2:25][CH:26]=[CH2:27])[CH2:30][CH2:29]2)(=[O:33])=[O:32])[C:2]([F:1])=[CH:7][C:6]=1[F:8], predict the reactants needed to synthesize it. The reactants are: [F:1][C:2]1[CH:7]=[C:6]([F:8])[C:5]([F:9])=[C:4]([NH:10][C:11]2[CH:16]=[CH:15][C:14]([I:17])=[CH:13][C:12]=2[F:18])[C:3]=1[NH2:19].S(Cl)(Cl)(=O)=O.[CH2:25]([C:28]1([S:31](Cl)(=[O:33])=[O:32])[CH2:30][CH2:29]1)[CH:26]=[CH2:27]. (5) Given the product [NH:1]1[C:5]2[CH:6]=[CH:7][C:8]([C:10]([N:13]3[CH2:18][CH2:17][O:16][CH2:15][CH2:14]3)=[O:12])=[CH:9][C:4]=2[N:3]=[CH:2]1, predict the reactants needed to synthesize it. The reactants are: [NH:1]1[C:5]2[CH:6]=[CH:7][C:8]([C:10]([OH:12])=O)=[CH:9][C:4]=2[N:3]=[CH:2]1.[NH:13]1[CH2:18][CH2:17][O:16][CH2:15][CH2:14]1.C(N(C(C)C)C(C)C)C.C(Cl)CCl. (6) Given the product [CH2:11]([CH:10]1[CH2:9][C:6]2[C:7](=[CH:8][C:3]([O:2][CH3:1])=[C:4]([CH2:16][CH2:17][CH3:18])[CH:5]=2)[CH:14]=[N:13]1)[CH3:12], predict the reactants needed to synthesize it. The reactants are: [CH3:1][O:2][C:3]1[CH:8]=[CH:7][C:6]([CH2:9][CH:10]([NH:13][CH:14]=O)[CH2:11][CH3:12])=[CH:5][C:4]=1[CH2:16][CH2:17][CH3:18].O=P(Cl)(Cl)Cl. (7) The reactants are: [CH3:1][C:2]1[N:3]([C:8]2[CH:12]=[CH:11][N:10]([CH2:13][CH2:14][O:15][C:16]3[CH:21]=[CH:20][C:19]([N+:22]([O-])=O)=[CH:18][CH:17]=3)[N:9]=2)[C:4]([CH3:7])=[CH:5][CH:6]=1. Given the product [CH3:7][C:4]1[N:3]([C:8]2[CH:12]=[CH:11][N:10]([CH2:13][CH2:14][O:15][C:16]3[CH:17]=[CH:18][C:19]([NH2:22])=[CH:20][CH:21]=3)[N:9]=2)[C:2]([CH3:1])=[CH:6][CH:5]=1, predict the reactants needed to synthesize it. (8) Given the product [F:1][C:2]1[CH:3]=[CH:4][C:5]2[O:10][CH2:9][CH2:8][NH:7][C:6]=2[CH:12]=1, predict the reactants needed to synthesize it. The reactants are: [F:1][C:2]1[CH:3]=[CH:4][C:5]2[O:10][CH2:9][C:8](=O)[NH:7][C:6]=2[CH:12]=1.[H-].[Al+3].[Li+].[H-].[H-].[H-]. (9) The reactants are: C([O:8][C:9]([C:11]1([C:24]([O:26]CC2C=CC=CC=2)=[O:25])[CH2:16][CH2:15][P:14](=[O:23])([C:17]2[CH:22]=[CH:21][CH:20]=[CH:19][CH:18]=2)[CH2:13][CH2:12]1)=[O:10])C1C=CC=CC=1.[H][H]. Given the product [O:23]=[P:14]1([C:17]2[CH:22]=[CH:21][CH:20]=[CH:19][CH:18]=2)[CH2:15][CH2:16][C:11]([C:9]([OH:10])=[O:8])([C:24]([OH:26])=[O:25])[CH2:12][CH2:13]1, predict the reactants needed to synthesize it.